Dataset: Reaction yield outcomes from USPTO patents with 853,638 reactions. Task: Predict the reaction yield, written as a fraction of the theoretical maximum amount of product (1.0 means a 100% yield; for example, 0.34 means a 34% yield). (1) The reactants are [Br:1][C:2]1[C:3]([CH3:8])=[N:4][CH:5]=[CH:6][CH:7]=1.[OH:9]O. The catalyst is CC(O)=O. The product is [Br:1][C:2]1[C:3]([CH3:8])=[N+:4]([O-:9])[CH:5]=[CH:6][CH:7]=1. The yield is 0.840. (2) The reactants are C[O:2][C:3](=[O:34])[C@@H:4]([NH:8][C:9]([C:12]1[O:16][N:15]=[C:14]([C:17]2[CH:22]=[CH:21][C:20]([NH:23][C:24]3[S:25][C:26]4[CH:32]=[C:31]([F:33])[CH:30]=[CH:29][C:27]=4[N:28]=3)=[CH:19][CH:18]=2)[CH:13]=1)=[N:10][OH:11])[CH:5]([CH3:7])[CH3:6].[Li+].[OH-]. The catalyst is C1COCC1. The product is [F:33][C:31]1[CH:30]=[CH:29][C:27]2[N:28]=[C:24]([NH:23][C:20]3[CH:21]=[CH:22][C:17]([C:14]4[CH:13]=[C:12]([C:9]([NH:8][C@@H:4]([CH:5]([CH3:7])[CH3:6])[C:3]([OH:34])=[O:2])=[N:10][OH:11])[O:16][N:15]=4)=[CH:18][CH:19]=3)[S:25][C:26]=2[CH:32]=1. The yield is 0.550. (3) The reactants are Cl[CH2:2][C:3]([NH:5][C:6]1[CH:7]=[C:8]([CH:25]=[CH:26][C:27]=1[O:28][C:29]([F:32])([F:31])[F:30])[C:9]([NH:11][C:12]1[CH:13]=[N:14][C:15]([C:18]2[CH:23]=[CH:22][CH:21]=[CH:20][C:19]=2[F:24])=[CH:16][CH:17]=1)=[O:10])=[O:4].[I-].[K+].C(N(C(C)C)C(C)C)C.Cl.Cl.[CH3:46][N:47]1[CH:52]2[CH2:53][CH2:54][CH:48]1[CH2:49][NH:50][CH2:51]2. The catalyst is CN(C=O)C. The product is [F:24][C:19]1[CH:20]=[CH:21][CH:22]=[CH:23][C:18]=1[C:15]1[N:14]=[CH:13][C:12]([NH:11][C:9](=[O:10])[C:8]2[CH:25]=[CH:26][C:27]([O:28][C:29]([F:32])([F:31])[F:30])=[C:6]([NH:5][C:3](=[O:4])[CH2:2][N:50]3[CH2:51][CH:52]4[N:47]([CH3:46])[CH:48]([CH2:54][CH2:53]4)[CH2:49]3)[CH:7]=2)=[CH:17][CH:16]=1. The yield is 0.420. (4) The reactants are [C:1](=O)([O-])[O-].[Na+].[Na+].[CH3:7][O:8][C:9]1[N:10]=[C:11]2[C:20](=[CH:21][CH:22]=1)[N:19]=[CH:18][C:17]1[NH:16][C:15](=[O:23])[CH:14]([C@H:24]3[CH2:29][CH2:28][C@H:27]([N:30]4[C:38](=[O:39])[C:37]5[C:32](=[CH:33][CH:34]=[CH:35][CH:36]=5)[C:31]4=[O:40])[CH2:26][CH2:25]3)[O:13][C:12]2=1.IC.ClCCl. The catalyst is CN(C)C=O.CO. The product is [CH3:7][O:8][C:9]1[N:10]=[C:11]2[C:20](=[CH:21][CH:22]=1)[N:19]=[CH:18][C:17]1[N:16]([CH3:1])[C:15](=[O:23])[CH:14]([C@H:24]3[CH2:29][CH2:28][C@H:27]([N:30]4[C:38](=[O:39])[C:37]5[C:32](=[CH:33][CH:34]=[CH:35][CH:36]=5)[C:31]4=[O:40])[CH2:26][CH2:25]3)[O:13][C:12]2=1. The yield is 0.810. (5) The reactants are [O:1]1C=CC=[C:2]1[C:6]1[N:10]([C:11]2[S:15][C:14]([CH2:16][NH:17][C:18](=[O:29])[C@@H:19]([NH:21][C:22](=[O:28])[O:23][C:24]([CH3:27])([CH3:26])[CH3:25])[CH3:20])=[CH:13][CH:12]=2)[N:9]=[C:8]([C:30]([F:33])([F:32])[F:31])[CH:7]=1.P([O-])(O)(O)=[O:35].[Na+].Cl([O-])=O.[Na+]. The catalyst is C(#N)C.O. The product is [C:24]([O:23][C:22]([NH:21][C@@H:19]([CH3:20])[C:18]([NH:17][CH2:16][C:14]1[S:15][C:11]([N:10]2[C:6]([C:2]([OH:35])=[O:1])=[CH:7][C:8]([C:30]([F:32])([F:31])[F:33])=[N:9]2)=[CH:12][CH:13]=1)=[O:29])=[O:28])([CH3:27])([CH3:26])[CH3:25]. The yield is 0.880.